This data is from Forward reaction prediction with 1.9M reactions from USPTO patents (1976-2016). The task is: Predict the product of the given reaction. Given the reactants [CH:1]1[CH:2]=[CH:3][C:4]2[N:9](O)N=N[C:5]=2[CH:6]=1.[O:11]=[C:12]([N:17]1[CH2:22][CH2:21][N:20]([C:23](=[O:34])[C:24]2[CH:29]=[CH:28][CH:27]=[CH:26][C:25]=2[C:30]([F:33])([F:32])[F:31])[CH2:19][CH2:18]1)[CH2:13][C:14]([OH:16])=O.C[CH2:36][N:37]=[C:38]=[N:39]CCCN(C)C.Cl.CN(C=[O:51])C, predict the reaction product. The product is: [O:51]1[CH:36]=[N:37][C:38]([C:1]2[CH:6]=[CH:5][C:4]([NH:9][C:14](=[O:16])[CH2:13][C:12](=[O:11])[N:17]3[CH2:18][CH2:19][N:20]([C:23](=[O:34])[C:24]4[CH:29]=[CH:28][CH:27]=[CH:26][C:25]=4[C:30]([F:32])([F:31])[F:33])[CH2:21][CH2:22]3)=[CH:3][CH:2]=2)=[N:39]1.